Dataset: Full USPTO retrosynthesis dataset with 1.9M reactions from patents (1976-2016). Task: Predict the reactants needed to synthesize the given product. (1) Given the product [F:11][C:12]1[CH:17]=[C:16]([O:18][CH3:19])[CH:15]=[CH:14][C:13]=1[C:2]1[CH:10]=[CH:9][C:8]2[C:4](=[CH:5][NH:6][N:7]=2)[CH:3]=1, predict the reactants needed to synthesize it. The reactants are: Br[C:2]1[CH:3]=[C:4]2[C:8](=[CH:9][CH:10]=1)[NH:7][N:6]=[CH:5]2.[F:11][C:12]1[CH:17]=[C:16]([O:18][CH3:19])[CH:15]=[CH:14][C:13]=1B(O)O.C([O-])([O-])=O.[K+].[K+]. (2) Given the product [CH2:1]([N:8]1[CH2:13][C:12]([CH3:14])([CH3:15])[O:11][C:10](=[O:16])[CH:9]1[CH2:28][C:29]([O:31][C:32]([CH3:35])([CH3:34])[CH3:33])=[O:30])[C:2]1[CH:3]=[CH:4][CH:5]=[CH:6][CH:7]=1, predict the reactants needed to synthesize it. The reactants are: [CH2:1]([N:8]1[CH2:13][C:12]([CH3:15])([CH3:14])[O:11][C:10](=[O:16])[CH2:9]1)[C:2]1[CH:7]=[CH:6][CH:5]=[CH:4][CH:3]=1.C[Si]([N-][Si](C)(C)C)(C)C.[Li+].Br[CH2:28][C:29]([O:31][C:32]([CH3:35])([CH3:34])[CH3:33])=[O:30]. (3) Given the product [NH2:1][C:2]([CH3:27])([CH3:26])[C@H:3]([NH:8][C:9](=[O:25])[C:10]1[CH:15]=[CH:14][C:13]([C:16]#[C:17][C:18]#[C:19][C@@H:20]([OH:24])[CH2:21][CH2:22][OH:23])=[CH:12][CH:11]=1)[C:4]([NH:28][OH:29])=[O:5], predict the reactants needed to synthesize it. The reactants are: [NH2:1][C:2]([CH3:27])([CH3:26])[C@H:3]([NH:8][C:9](=[O:25])[C:10]1[CH:15]=[CH:14][C:13]([C:16]#[C:17][C:18]#[C:19][C@@H:20]([OH:24])[CH2:21][CH2:22][OH:23])=[CH:12][CH:11]=1)[C:4](OC)=[O:5].[NH2:28][OH:29].C(O)(=O)C. (4) Given the product [F:29][C:28]([F:31])([F:30])[C:26]([OH:32])=[O:27].[CH:22]([C:19]1[CH:18]=[CH:17][C:16]([NH:15][C:14](=[O:25])[CH2:13][CH:10]2[CH2:11][CH2:12][NH:8][CH2:9]2)=[CH:21][CH:20]=1)([CH3:24])[CH3:23], predict the reactants needed to synthesize it. The reactants are: C(OC([N:8]1[CH2:12][CH2:11][CH:10]([CH2:13][C:14](=[O:25])[NH:15][C:16]2[CH:21]=[CH:20][C:19]([CH:22]([CH3:24])[CH3:23])=[CH:18][CH:17]=2)[CH2:9]1)=O)(C)(C)C.[C:26]([OH:32])([C:28]([F:31])([F:30])[F:29])=[O:27].C(Cl)Cl. (5) Given the product [Br:29][CH2:27][C:6]1[C:5]([CH2:4][CH:1]2[CH2:3][CH2:2]2)=[C:10]([C:11]([C:13]2[CH:14]=[C:15]([CH:18]=[C:19]([CH3:21])[CH:20]=2)[C:16]#[N:17])=[O:12])[C:9]([CH:22]([CH3:24])[CH3:23])=[C:8]([O:25][CH3:26])[N:7]=1, predict the reactants needed to synthesize it. The reactants are: [CH:1]1([CH2:4][C:5]2[C:6]([CH2:27]O)=[N:7][C:8]([O:25][CH3:26])=[C:9]([CH:22]([CH3:24])[CH3:23])[C:10]=2[C:11]([C:13]2[CH:14]=[C:15]([CH:18]=[C:19]([CH3:21])[CH:20]=2)[C:16]#[N:17])=[O:12])[CH2:3][CH2:2]1.[Br-:29].[Br-].C1(P(C2C=CC=CC=2)C2C=CC=CC=2)C=CC=CC=1. (6) Given the product [CH3:14][C:15]1[CH:23]=[CH:22][CH:21]=[C:20]2[C:16]=1[CH2:17][CH2:18][C@@H:19]2[OH:24], predict the reactants needed to synthesize it. The reactants are: C(O)=O.C(N(CC)CC)C.ClCCl.[CH3:14][C:15]1[CH:23]=[CH:22][CH:21]=[C:20]2[C:16]=1[CH2:17][CH2:18][C:19]2=[O:24]. (7) The reactants are: [F:1][C:2]1[CH:7]=[CH:6][C:5]([O:8][CH3:9])=[CH:4][C:3]=1[C:10]1[CH:15]=[CH:14][C:13]([O:16][CH2:17][C:18]2[CH:23]=[CH:22][C:21]([O:24][CH3:25])=[CH:20][CH:19]=2)=[CH:12][C:11]=1[C:26](=[O:30])[CH:27]([CH3:29])[CH3:28].[CH3:31][Si]([N-][Si](C)(C)C)(C)C.[Li+].I[CH2:42][CH2:43]C. Given the product [F:1][C:2]1[CH:7]=[CH:6][C:5]([O:8][CH3:9])=[CH:4][C:3]=1[C:10]1[CH:15]=[CH:14][C:13]([O:16][CH2:17][C:18]2[CH:23]=[CH:22][C:21]([O:24][CH3:25])=[CH:20][CH:19]=2)=[CH:12][C:11]=1[C:26](=[O:30])[C:27]([CH3:31])([CH3:28])[CH2:29][CH2:42][CH3:43], predict the reactants needed to synthesize it. (8) Given the product [C:11]([C:9]1[C:8]([OH:15])=[C:4]([C:3]([CH3:16])=[C:2]([Cl:1])[CH:10]=1)[C:5]([NH:22][C:21]1[CH:23]=[CH:24][C:25]([S:26]([C:29]([F:32])([F:30])[F:31])(=[O:28])=[O:27])=[C:19]([C:17]#[N:18])[CH:20]=1)=[O:7])([CH3:14])([CH3:13])[CH3:12], predict the reactants needed to synthesize it. The reactants are: [Cl:1][C:2]1[C:3]([CH3:16])=[C:4]([C:8]([OH:15])=[C:9]([C:11]([CH3:14])([CH3:13])[CH3:12])[CH:10]=1)[C:5]([OH:7])=O.[C:17]([C:19]1[CH:20]=[C:21]([CH:23]=[CH:24][C:25]=1[S:26]([C:29]([F:32])([F:31])[F:30])(=[O:28])=[O:27])[NH2:22])#[N:18]. (9) Given the product [OH:10][CH2:8][C:4]1[N:3]=[C:2]([C:12]([O:14][CH3:15])=[O:13])[CH:7]=[CH:6][CH:5]=1, predict the reactants needed to synthesize it. The reactants are: C[C:2]1([C:12]([O-:14])=[O:13])[CH2:7][CH:6]=[CH:5][C:4](C)([C:8]([O-:10])=O)[NH:3]1.[CH3:15]O.[BH4-].[Na+]. (10) Given the product [C:26]1([S:23]([N:20]2[C:17]3=[N:18][CH:19]=[C:14]([C:10]4[C:9]([C:7]5[CH:6]=[CH:5][N:4]=[C:3]([S:2][CH3:1])[N:8]=5)=[CH:13][N:12]([CH2:33][C:34]#[N:35])[N:11]=4)[CH:15]=[C:16]3[CH:22]=[CH:21]2)(=[O:24])=[O:25])[CH:27]=[CH:28][CH:29]=[CH:30][CH:31]=1, predict the reactants needed to synthesize it. The reactants are: [CH3:1][S:2][C:3]1[N:8]=[C:7]([C:9]2[C:10]([C:14]3[CH:15]=[C:16]4[CH:22]=[CH:21][N:20]([S:23]([C:26]5[CH:31]=[CH:30][CH:29]=[CH:28][CH:27]=5)(=[O:25])=[O:24])[C:17]4=[N:18][CH:19]=3)=[N:11][NH:12][CH:13]=2)[CH:6]=[CH:5][N:4]=1.Br[CH2:33][C:34]#[N:35].C(=O)([O-])[O-].[K+].[K+].